From a dataset of Full USPTO retrosynthesis dataset with 1.9M reactions from patents (1976-2016). Predict the reactants needed to synthesize the given product. (1) Given the product [CH:1]1([N:5]2[CH2:11][CH2:10][C:9]3[CH:12]=[CH:13][C:14]([CH:16]4[CH2:17][CH2:18][N:19]([C:22]5[N:23]=[CH:24][C:25]([C:28]([OH:30])=[O:29])=[N:26][CH:27]=5)[CH2:20][CH2:21]4)=[CH:15][C:8]=3[CH2:7][CH2:6]2)[CH2:2][CH2:3][CH2:4]1, predict the reactants needed to synthesize it. The reactants are: [CH:1]1([N:5]2[CH2:11][CH2:10][C:9]3[CH:12]=[CH:13][C:14]([CH:16]4[CH2:21][CH2:20][N:19]([C:22]5[N:23]=[CH:24][C:25]([C:28]([O:30]C)=[O:29])=[N:26][CH:27]=5)[CH2:18][CH2:17]4)=[CH:15][C:8]=3[CH2:7][CH2:6]2)[CH2:4][CH2:3][CH2:2]1.Cl. (2) Given the product [F:20][C:21]1[CH:22]=[C:23]([C:2]2[CH:3]=[C:4]3[C:8](=[CH:9][CH:10]=2)[NH:7][N:6]=[C:5]3[C:11]([NH:13][C:14]2[CH:15]=[N:16][CH:17]=[CH:18][CH:19]=2)=[O:12])[CH:24]=[N:25][CH:26]=1, predict the reactants needed to synthesize it. The reactants are: Br[C:2]1[CH:3]=[C:4]2[C:8](=[CH:9][CH:10]=1)[NH:7][N:6]=[C:5]2[C:11]([NH:13][C:14]1[CH:15]=[N:16][CH:17]=[CH:18][CH:19]=1)=[O:12].[F:20][C:21]1[CH:22]=[C:23](B(O)O)[CH:24]=[N:25][CH:26]=1.P([O-])([O-])([O-])=O.[K+].[K+].[K+].O.